From a dataset of Forward reaction prediction with 1.9M reactions from USPTO patents (1976-2016). Predict the product of the given reaction. Given the reactants [CH3:1][O:2][C:3]1[CH:8]=[CH:7][CH:6]=[C:5]([O:9][CH3:10])[C:4]=1[CH:11]1[N:16]([CH2:17][C:18]2[CH:23]=[CH:22][C:21]([OH:24])=[CH:20][CH:19]=2)[C:15](=[O:25])[CH2:14][CH2:13][CH2:12]1.Br[CH2:27][CH:28]1[CH2:30][CH2:29]1, predict the reaction product. The product is: [CH:28]1([CH2:27][O:24][C:21]2[CH:22]=[CH:23][C:18]([CH2:17][N:16]3[CH:11]([C:4]4[C:5]([O:9][CH3:10])=[CH:6][CH:7]=[CH:8][C:3]=4[O:2][CH3:1])[CH2:12][CH2:13][CH2:14][C:15]3=[O:25])=[CH:19][CH:20]=2)[CH2:30][CH2:29]1.